This data is from PAMPA (Parallel Artificial Membrane Permeability Assay) permeability data from NCATS. The task is: Regression/Classification. Given a drug SMILES string, predict its absorption, distribution, metabolism, or excretion properties. Task type varies by dataset: regression for continuous measurements (e.g., permeability, clearance, half-life) or binary classification for categorical outcomes (e.g., BBB penetration, CYP inhibition). Dataset: pampa_ncats. (1) The compound is C1COCCN1S(=O)(=O)C2=C(C=CC(=C2)NC(=O)C3=CC=CC=C3)Cl. The result is 1 (high permeability). (2) The molecule is CC1=C(NC(=C1C(=O)C)C)C(=O)NC2=CC(=CC=C2)[S+](=O)(N3CC[C@H](C3)F)[O-]. The result is 1 (high permeability). (3) The compound is CC1=CC=C(C=C1)S(=O)(=O)NC2=C(C=CN=C2)C(=O)NC3=NC(=CS3)C4=CN=CC=C4. The result is 1 (high permeability). (4) The drug is COC1=CC=C(C=C1)N2C(=O)NC(=N2)C3CCCN(C3)[S+](=O)(C4=CC=CC(=C4)C(F)(F)F)[O-]. The result is 1 (high permeability). (5) The drug is CC1=C(C=C(C=C1)C(=O)NC2=CC(=CC(=C2)C(F)(F)F)N3C=C(N=C3)C)NC4=NC=CC(=N4)C5=CN=CC=C5. The result is 1 (high permeability). (6) The drug is CCC[C@@H]1CN(C[C@H]1NC(=O)C)C(=O)C2=CC=C(C=C2)C3=CC=C(O3)C. The result is 1 (high permeability). (7) The molecule is C1CN(CCC1CNC2=NC(=NC=C2F)C3=CC=CC=C3C(F)F)C4=NC=CN=C4. The result is 1 (high permeability). (8) The molecule is CC1=CSC2=NC(=CN12)C3=CC(=CC=C3)NC(=O)C4=CC(=CC=C4)F. The result is 1 (high permeability). (9) The molecule is COC1=CC=CC=C1C(=O)NC2=NN=C(S2)SCC3=CC(=O)C4=CC=CC=C4N3. The result is 1 (high permeability).